The task is: Predict the reactants needed to synthesize the given product.. This data is from Full USPTO retrosynthesis dataset with 1.9M reactions from patents (1976-2016). (1) Given the product [Br:1][C:2]1[CH:11]=[CH:10][C:5]2[N:6]=[C:7]([N:19]3[CH2:24][CH2:23][CH:22]([O:25][C:26]4[CH:31]=[CH:30][CH:29]=[CH:28][C:27]=4[NH:32][S:33]([C:36]4[CH:41]=[CH:40][CH:39]=[CH:38][N:37]=4)(=[O:35])=[O:34])[CH2:21][CH2:20]3)[S:8][C:4]=2[CH:3]=1, predict the reactants needed to synthesize it. The reactants are: [Br:1][C:2]1[CH:11]=[CH:10][C:5]2[N:6]=[C:7](Cl)[S:8][C:4]=2[CH:3]=1.FC(F)(F)C(O)=O.[NH:19]1[CH2:24][CH2:23][CH:22]([O:25][C:26]2[CH:31]=[CH:30][CH:29]=[CH:28][C:27]=2[NH:32][S:33]([C:36]2[CH:41]=[CH:40][CH:39]=[CH:38][N:37]=2)(=[O:35])=[O:34])[CH2:21][CH2:20]1. (2) Given the product [CH3:1][O:2][C:3](=[O:29])[C:4]1[CH:9]=[C:8]([CH2:10][NH:11][C:12]([O:14][C:15]([CH3:18])([CH3:16])[CH3:17])=[O:13])[CH:7]=[CH:6][C:5]=1[N+:26]([O-:28])=[O:27], predict the reactants needed to synthesize it. The reactants are: [CH3:1][O:2][C:3](=[O:29])[C:4]1[CH:9]=[C:8]([CH2:10][N:11](C(OC(C)(C)C)=O)[C:12]([O:14][C:15]([CH3:18])([CH3:17])[CH3:16])=[O:13])[CH:7]=[CH:6][C:5]=1[N+:26]([O-:28])=[O:27].FC(F)(F)C(O)=O.C(=O)(O)[O-].[Na+]. (3) Given the product [CH:1]1([N:6]2[CH2:12][C:11]([F:14])([F:13])[C:10](=[O:15])[N:9]([CH3:16])[C:8]3[CH:17]=[N:18][C:19]([NH:21][C:22]4[CH:30]=[CH:29][C:25]([C:26]([NH:63][CH:60]5[CH2:61][CH2:62][N:57]([CH3:56])[CH2:58][CH2:59]5)=[O:27])=[C:24]([CH3:31])[CH:23]=4)=[N:20][C:7]2=3)[CH2:5][CH2:4][CH2:3][CH2:2]1, predict the reactants needed to synthesize it. The reactants are: [CH:1]1([N:6]2[CH2:12][C:11]([F:14])([F:13])[C:10](=[O:15])[N:9]([CH3:16])[C:8]3[CH:17]=[N:18][C:19]([NH:21][C:22]4[CH:30]=[CH:29][C:25]([C:26](O)=[O:27])=[C:24]([CH3:31])[CH:23]=4)=[N:20][C:7]2=3)[CH2:5][CH2:4][CH2:3][CH2:2]1.CN(C(ON1N=NC2C=CC=NC1=2)=[N+](C)C)C.F[P-](F)(F)(F)(F)F.[CH3:56][N:57]1[CH2:62][CH2:61][CH:60]([NH2:63])[CH2:59][CH2:58]1.